Dataset: Reaction yield outcomes from USPTO patents with 853,638 reactions. Task: Predict the reaction yield, written as a fraction of the theoretical maximum amount of product (1.0 means a 100% yield; for example, 0.34 means a 34% yield). The reactants are [C:1]([C:3]1[CH:11]=[CH:10][C:6]([C:7]([OH:9])=[O:8])=[CH:5][CH:4]=1)#[CH:2].I[C:13]1[CH:20]=[CH:19][C:16]([CH:17]=[O:18])=[CH:15][CH:14]=1.C(NC(C)C)(C)C. The catalyst is C1COCC1.Cl[Pd](Cl)([P](C1C=CC=CC=1)(C1C=CC=CC=1)C1C=CC=CC=1)[P](C1C=CC=CC=1)(C1C=CC=CC=1)C1C=CC=CC=1.[Cu]I. The product is [CH:17]([C:16]1[CH:19]=[CH:20][C:13]([C:2]#[C:1][C:3]2[CH:11]=[CH:10][C:6]([C:7]([OH:9])=[O:8])=[CH:5][CH:4]=2)=[CH:14][CH:15]=1)=[O:18]. The yield is 0.960.